This data is from Forward reaction prediction with 1.9M reactions from USPTO patents (1976-2016). The task is: Predict the product of the given reaction. (1) Given the reactants [C:1]([O:5][C:6](=[O:19])[N:7]([CH2:9][CH2:10][CH2:11][CH2:12][NH:13][CH2:14][CH2:15][CH2:16][CH2:17][NH2:18])[CH3:8])([CH3:4])([CH3:3])[CH3:2].[O-]S([O-])(=O)=O.[Na+].[Na+].C(=O)C1C(=CC=CC=1)O.[C:36](O[C:36]([O:38][C:39]([CH3:42])([CH3:41])[CH3:40])=[O:37])([O:38][C:39]([CH3:42])([CH3:41])[CH3:40])=[O:37], predict the reaction product. The product is: [NH2:18][CH2:17][CH2:16][CH2:15][CH2:14][N:13]([C:36]([O:38][C:39]([CH3:42])([CH3:41])[CH3:40])=[O:37])[CH2:12][CH2:11][CH2:10][CH2:9][N:7]([CH3:8])[C:6](=[O:19])[O:5][C:1]([CH3:4])([CH3:2])[CH3:3]. (2) Given the reactants [N:1]1(N)[C:10]2[C:5](=[CH:6][CH:7]=[CH:8][CH:9]=2)[CH2:4][CH2:3][CH2:2]1.Cl.[NH:13]1[CH2:19][CH2:18][CH2:17][C:16](=O)[CH2:15][CH2:14]1.Cl, predict the reaction product. The product is: [CH:8]1[C:9]2[C:17]3[CH2:18][CH2:19][NH:13][CH2:14][CH2:15][C:16]=3[N:1]3[C:10]=2[C:5]([CH2:4][CH2:3][CH2:2]3)=[CH:6][CH:7]=1. (3) Given the reactants Br[C:2]1[CH:7]=[C:6]([F:8])[C:5]([CH2:9][CH2:10][C:11]([O:13][CH2:14][CH3:15])=[O:12])=[C:4]([F:16])[CH:3]=1.[C:17]1([C:23]#[CH:24])[CH:22]=[CH:21][CH:20]=[CH:19][CH:18]=1, predict the reaction product. The product is: [F:8][C:6]1[CH:7]=[C:2]([C:24]#[C:23][C:17]2[CH:22]=[CH:21][CH:20]=[CH:19][CH:18]=2)[CH:3]=[C:4]([F:16])[C:5]=1[CH2:9][CH2:10][C:11]([O:13][CH2:14][CH3:15])=[O:12]. (4) Given the reactants [NH2:1][CH2:2][CH:3]1[CH2:8][CH2:7][C:6]([N:15]([CH3:17])[CH3:16])([C:9]2[CH:14]=[CH:13][CH:12]=[CH:11][CH:10]=2)[CH2:5][CH2:4]1.C1([O:24][C:25](=O)[NH:26][CH2:27][CH2:28][CH2:29][C:30]2[CH:35]=[CH:34][CH:33]=[CH:32][CH:31]=2)C=CC=CC=1.NC(N)=O.[Cl:41][Si](C)(C)C, predict the reaction product. The product is: [ClH:41].[CH3:16][N:15]([CH3:17])[C:6]1([C:9]2[CH:10]=[CH:11][CH:12]=[CH:13][CH:14]=2)[CH2:5][CH2:4][CH:3]([CH2:2][NH:1][C:25]([NH:26][CH2:27][CH2:28][CH2:29][C:30]2[CH:35]=[CH:34][CH:33]=[CH:32][CH:31]=2)=[O:24])[CH2:8][CH2:7]1. (5) Given the reactants [O:1]=[C:2]1[N:13]2[C:14]3[N:9]([C@H:10]([CH2:15][N:16]4[CH2:21][CH2:20][CH:19]([NH:22]C(=O)OC(C)(C)C)[CH2:18][CH2:17]4)[CH2:11][CH2:12]2)[C:8](=[O:30])[CH:7]=[CH:6][C:5]=3[N:4]=[CH:3]1.[ClH:31], predict the reaction product. The product is: [ClH:31].[ClH:31].[NH2:22][CH:19]1[CH2:20][CH2:21][N:16]([CH2:15][C@H:10]2[N:9]3[C:14]4[N:13]([C:2](=[O:1])[CH:3]=[N:4][C:5]=4[CH:6]=[CH:7][C:8]3=[O:30])[CH2:12][CH2:11]2)[CH2:17][CH2:18]1. (6) Given the reactants Br[C:2]1[CH:3]=[C:4]2[C:8](=[C:9]([Cl:11])[CH:10]=1)[C:7](=[O:12])[N:6]([CH2:13][C:14]1[CH:19]=[CH:18][C:17]([O:20][C:21]([F:24])([F:23])[F:22])=[CH:16][CH:15]=1)[CH2:5]2.[C:25]([O:29][C:30]([N:32]1[CH2:37][CH:36]=[C:35](B2OC(C)(C)C(C)(C)O2)[CH2:34][CH2:33]1)=[O:31])([CH3:28])([CH3:27])[CH3:26].C(=O)([O-])[O-].[K+].[K+], predict the reaction product. The product is: [C:25]([O:29][C:30]([N:32]1[CH2:33][CH:34]=[C:35]([C:2]2[CH:3]=[C:4]3[C:8](=[C:9]([Cl:11])[CH:10]=2)[C:7](=[O:12])[N:6]([CH2:13][C:14]2[CH:19]=[CH:18][C:17]([O:20][C:21]([F:23])([F:22])[F:24])=[CH:16][CH:15]=2)[CH2:5]3)[CH2:36][CH2:37]1)=[O:31])([CH3:28])([CH3:26])[CH3:27]. (7) Given the reactants O[N:2]=[CH:3][C:4]1[CH:11]=[CH:10][C:7]([C:8]#[N:9])=[CH:6][C:5]=1[O:12][C:13]1[CH:18]=[CH:17][CH:16]=[CH:15][CH:14]=1, predict the reaction product. The product is: [NH2:2][CH2:3][C:4]1[CH:11]=[CH:10][C:7]([C:8]#[N:9])=[CH:6][C:5]=1[O:12][C:13]1[CH:18]=[CH:17][CH:16]=[CH:15][CH:14]=1. (8) Given the reactants [H-].[Na+].C(OP([CH2:11][C:12]([O:14][CH2:15][CH3:16])=[O:13])(OCC)=O)C.[N:17]1[S:18][CH:19]=[C:20]2[C:25]([CH:26]=O)=[CH:24][CH:23]=[CH:22][C:21]=12.O, predict the reaction product. The product is: [N:17]1[S:18][CH:19]=[C:20]2[C:25](/[CH:26]=[CH:11]/[C:12]([O:14][CH2:15][CH3:16])=[O:13])=[CH:24][CH:23]=[CH:22][C:21]=12. (9) Given the reactants [C:1]1([S:7]([C:10]([CH:14]2[CH2:26][CH2:25][C:24]3[C:23]4[C:18](=[CH:19][CH:20]=[C:21]([Cl:27])[CH:22]=4)[N:17]([CH2:28][O:29][CH3:30])[C:16]=3[CH2:15]2)([CH3:13])[CH2:11][OH:12])(=[O:9])=[O:8])[CH:6]=[CH:5][CH:4]=[CH:3][CH:2]=1.[H-].[Na+].[CH3:33]I, predict the reaction product. The product is: [C:1]1([S:7]([C:10]([CH:14]2[CH2:26][CH2:25][C:24]3[C:23]4[C:18](=[CH:19][CH:20]=[C:21]([Cl:27])[CH:22]=4)[N:17]([CH2:28][O:29][CH3:30])[C:16]=3[CH2:15]2)([CH3:13])[CH2:11][O:12][CH3:33])(=[O:9])=[O:8])[CH:6]=[CH:5][CH:4]=[CH:3][CH:2]=1. (10) Given the reactants [Cl:1][C:2]1[CH:3]=[C:4]([CH:14]=[CH:15][C:16]=1[CH2:17][NH:18][CH2:19][CH2:20][C:21]1[CH:26]=[CH:25][CH:24]=[CH:23][CH:22]=1)[O:5][C:6]1[CH:13]=[CH:12][C:9]([C:10]#[N:11])=[CH:8][CH:7]=1.OO.C(=O)([O-])[O-:30].[K+].[K+], predict the reaction product. The product is: [Cl:1][C:2]1[CH:3]=[C:4]([CH:14]=[CH:15][C:16]=1[CH2:17][NH:18][CH2:19][CH2:20][C:21]1[CH:22]=[CH:23][CH:24]=[CH:25][CH:26]=1)[O:5][C:6]1[CH:7]=[CH:8][C:9]([C:10]([NH2:11])=[O:30])=[CH:12][CH:13]=1.